This data is from Reaction yield outcomes from USPTO patents with 853,638 reactions. The task is: Predict the reaction yield, written as a fraction of the theoretical maximum amount of product (1.0 means a 100% yield; for example, 0.34 means a 34% yield). (1) The reactants are [CH:1]1([C:4]2[CH:26]=[CH:25][C:7]([O:8][C:9]3[C:10](=[O:24])[N:11]([C:14]4[CH:19]=[CH:18][C:17]([CH2:20][OH:21])=[C:16]([O:22][CH3:23])[CH:15]=4)[CH2:12][CH:13]=3)=[CH:6][CH:5]=2)[CH2:3][CH2:2]1.CC(OI1(OC(C)=O)(OC(C)=O)OC(=O)C2C=CC=CC1=2)=O.[OH-].[Na+]. The catalyst is ClCCl.O. The product is [CH:1]1([C:4]2[CH:26]=[CH:25][C:7]([O:8][C:9]3[C:10](=[O:24])[N:11]([C:14]4[CH:19]=[CH:18][C:17]([CH:20]=[O:21])=[C:16]([O:22][CH3:23])[CH:15]=4)[CH2:12][CH:13]=3)=[CH:6][CH:5]=2)[CH2:3][CH2:2]1. The yield is 0.930. (2) The reactants are [C:1]([O:5][C:6]([N:8]1[CH2:12][C@H:11]([O:13][Si](C(C)(C)C)(C)C)[CH2:10][C@H:9]1[CH:21](OC(OC1C=CC=CC=1)=S)[C:22]#[C:23][Si](C)(C)C)=[O:7])([CH3:4])([CH3:3])[CH3:2].C([SnH](CCCC)CCCC)CCC.N(C(C)(C)C#N)=NC(C)(C)C#N.[F-].C([N+](CCCC)(CCCC)CCCC)CCC. The yield is 0.750. The catalyst is C1(C)C=CC=CC=1.O1CCCC1. The product is [C:1]([O:5][C:6]([N:8]1[CH2:12][C@H:11]([OH:13])[CH2:10][C@H:9]1[CH2:21][C:22]#[CH:23])=[O:7])([CH3:4])([CH3:3])[CH3:2]. (3) The reactants are [CH3:1][O:2][C:3]1[N:8]=[CH:7][C:6](B(O)O)=[CH:5][CH:4]=1.FC(F)(F)S(O[C:18]1[C@@:22]2([CH3:40])[CH2:23][CH2:24][C@H:25]3[C@H:34]([C@@H:21]2[CH2:20][CH:19]=1)[CH2:33][CH:32]=[C:31]1[C@:26]3([CH3:39])[CH2:27][CH2:28][C:29](=[O:38])[N:30]1[CH:35]1[CH2:37][CH2:36]1)(=O)=O. The catalyst is O1CCOCC1.Cl[Pd](Cl)([P](C1C=CC=CC=1)(C1C=CC=CC=1)C1C=CC=CC=1)[P](C1C=CC=CC=1)(C1C=CC=CC=1)C1C=CC=CC=1. The product is [CH:35]1([N:30]2[C:31]3[C@@:26]([CH3:39])([C@H:25]4[CH2:24][CH2:23][C@@:22]5([CH3:40])[C@@H:21]([CH2:20][CH:19]=[C:18]5[C:6]5[CH:7]=[N:8][C:3]([O:2][CH3:1])=[CH:4][CH:5]=5)[C@@H:34]4[CH2:33][CH:32]=3)[CH2:27][CH2:28][C:29]2=[O:38])[CH2:37][CH2:36]1. The yield is 0.0600. (4) The reactants are C1C(=O)N([Br:8])C(=O)C1.[CH3:9][S:10]([C:13]1[CH:18]=[CH:17][C:16]([C:19]2[N:20]=[CH:21][C:22]([NH2:25])=[N:23][CH:24]=2)=[CH:15][CH:14]=1)(=[O:12])=[O:11].O. The catalyst is CN(C=O)C. The product is [Br:8][C:21]1[C:22]([NH2:25])=[N:23][CH:24]=[C:19]([C:16]2[CH:15]=[CH:14][C:13]([S:10]([CH3:9])(=[O:11])=[O:12])=[CH:18][CH:17]=2)[N:20]=1. The yield is 0.840. (5) The reactants are [C:1]1([N:7]2[CH2:12][CH2:11][CH2:10][CH2:9][C:8]2=[O:13])[CH:6]=[CH:5][CH:4]=[CH:3][CH:2]=1.C[Si]([N-][Si](C)(C)C)(C)C.[Li+].Cl[C:25]([O:27][CH2:28][CH3:29])=[O:26]. The catalyst is C1COCC1. The product is [O:13]=[C:8]1[CH:9]([C:25]([O:27][CH2:28][CH3:29])=[O:26])[CH2:10][CH2:11][CH2:12][N:7]1[C:1]1[CH:2]=[CH:3][CH:4]=[CH:5][CH:6]=1. The yield is 0.320. (6) The reactants are [C:1]([O:5][C:6]([C:8]1[O:9][C:10]2[CH:16]=[C:15]([O:17]CC3C=CC=CC=3)[CH:14]=[CH:13][C:11]=2[CH:12]=1)=[O:7])([CH3:4])([CH3:3])[CH3:2].[H][H]. The catalyst is C1COCC1.CO.[Pd]. The product is [C:1]([O:5][C:6]([C:8]1[O:9][C:10]2[CH:16]=[C:15]([OH:17])[CH:14]=[CH:13][C:11]=2[CH:12]=1)=[O:7])([CH3:4])([CH3:2])[CH3:3]. The yield is 0.970. (7) The reactants are [Si]([O:8][C:9]1[CH:10]=[CH:11][C:12]2[O:16][C:15](=[O:17])[N:14]([CH3:18])[C:13]=2[CH:19]=1)(C(C)(C)C)(C)C.[F-].C([N+](CCCC)(CCCC)CCCC)CCC. The catalyst is O1CCCC1. The product is [OH:8][C:9]1[CH:10]=[CH:11][C:12]2[O:16][C:15](=[O:17])[N:14]([CH3:18])[C:13]=2[CH:19]=1. The yield is 0.670. (8) The reactants are [CH2:1]([O:3][P:4]([CH2:9][C:10]1[CH:15]=[CH:14][C:13]([NH:16][C:17]2[N:22]=[C:21]([NH:23][C:24]3[C:25]([C:31](=[O:34])[NH:32][CH3:33])=[N:26][C:27]([Br:30])=[CH:28][CH:29]=3)[C:20]([C:35]([F:38])([F:37])[F:36])=[CH:19][N:18]=2)=[C:12]([O:39][CH3:40])[CH:11]=1)(=[O:8])[O:5]CC)[CH3:2].[I-].[Na+]. The catalyst is N1C=CC=CC=1. The product is [Br:30][C:27]1[N:26]=[C:25]([C:31](=[O:34])[NH:32][CH3:33])[C:24]([NH:23][C:21]2[C:20]([C:35]([F:38])([F:36])[F:37])=[CH:19][N:18]=[C:17]([NH:16][C:13]3[CH:14]=[CH:15][C:10]([CH2:9][P:4](=[O:5])([OH:8])[O:3][CH2:1][CH3:2])=[CH:11][C:12]=3[O:39][CH3:40])[N:22]=2)=[CH:29][CH:28]=1. The yield is 0.930. (9) The reactants are [C:1]([C:5]1[O:9][N:8]=[C:7]([NH:10][C:11]([NH:13][C:14]2[CH:19]=[CH:18][CH:17]=[C:16]([S:20][C:21]3[C:30]4[C:25](=[CH:26][C:27]([O:41][CH3:42])=[C:28]([O:31][CH2:32][CH2:33][CH2:34][N:35]5[CH2:40][CH2:39][CH2:38][CH2:37][CH2:36]5)[CH:29]=4)[N:24]=[CH:23][N:22]=3)[CH:15]=2)=[O:12])[CH:6]=1)([CH3:4])([CH3:3])[CH3:2].N1CCC([CH2:49][OH:50])CC1. No catalyst specified. The product is [C:1]([C:5]1[O:9][N:8]=[C:7]([NH:10][C:11]([NH:13][C:14]2[CH:19]=[CH:18][CH:17]=[C:16]([S:20][C:21]3[C:30]4[C:25](=[CH:26][C:27]([O:41][CH3:42])=[C:28]([O:31][CH2:32][CH2:33][CH2:34][N:35]5[CH2:40][CH2:39][CH:38]([CH2:49][OH:50])[CH2:37][CH2:36]5)[CH:29]=4)[N:24]=[CH:23][N:22]=3)[CH:15]=2)=[O:12])[CH:6]=1)([CH3:4])([CH3:2])[CH3:3]. The yield is 0.580. (10) The reactants are O[CH2:2][C:3]1[CH:4]=[CH:5][C:6]([C:9]#[N:10])=[N:7][CH:8]=1.S(Cl)(C)(=O)=O.C(N(CC)CC)C.S([O-])(=O)(=O)C.[N-:28]=[N+:29]=[N-:30].[Na+]. The catalyst is C(Cl)Cl.CN(C=O)C.O. The product is [N:28]([CH2:2][C:3]1[CH:4]=[CH:5][C:6]([C:9]#[N:10])=[N:7][CH:8]=1)=[N+:29]=[N-:30]. The yield is 0.830.